This data is from Catalyst prediction with 721,799 reactions and 888 catalyst types from USPTO. The task is: Predict which catalyst facilitates the given reaction. Reactant: [CH3:1]C(C)([O-])C.[K+].CI.[C:9]([O:13][C:14]([N:16]1[CH2:21][CH2:20][CH:19]([CH:22]=[O:23])[CH2:18][CH2:17]1)=[O:15])([CH3:12])([CH3:11])[CH3:10]. Product: [C:9]([O:13][C:14]([N:16]1[CH2:21][CH2:20][C:19]([CH:22]=[O:23])([CH3:1])[CH2:18][CH2:17]1)=[O:15])([CH3:12])([CH3:11])[CH3:10]. The catalyst class is: 614.